Dataset: Forward reaction prediction with 1.9M reactions from USPTO patents (1976-2016). Task: Predict the product of the given reaction. (1) Given the reactants Cl[C:2]1[N:7]=[C:6]([C:8]([F:11])([F:10])[F:9])[CH:5]=[C:4]([C:12]2[CH:17]=[CH:16][CH:15]=[C:14]([C:18]([F:21])([F:20])[F:19])[CH:13]=2)[N:3]=1.[Br:22][C:23]1[CH:24]=[C:25](B(O)O)[CH:26]=[CH:27][CH:28]=1, predict the reaction product. The product is: [Br:22][C:23]1[CH:28]=[C:27]([C:2]2[N:7]=[C:6]([C:8]([F:11])([F:10])[F:9])[CH:5]=[C:4]([C:12]3[CH:17]=[CH:16][CH:15]=[C:14]([C:18]([F:21])([F:20])[F:19])[CH:13]=3)[N:3]=2)[CH:26]=[CH:25][CH:24]=1. (2) The product is: [Br:1][C:2]1[CH:3]=[C:4]([CH:8]([NH:13][C:14]([C:16]2[CH:17]=[N:18][N:19]([C:22]3[CH:27]=[CH:26][C:25]([Cl:28])=[C:24]([Cl:29])[CH:23]=3)[C:20]=2[CH3:21])=[O:15])[CH2:9][C:10](=[O:11])[N:32]([CH2:33][CH3:34])[CH2:30][CH3:31])[CH:5]=[CH:6][CH:7]=1. Given the reactants [Br:1][C:2]1[CH:3]=[C:4]([CH:8]([NH:13][C:14]([C:16]2[CH:17]=[N:18][N:19]([C:22]3[CH:27]=[CH:26][C:25]([Cl:28])=[C:24]([Cl:29])[CH:23]=3)[C:20]=2[CH3:21])=[O:15])[CH2:9][C:10](Cl)=[O:11])[CH:5]=[CH:6][CH:7]=1.[CH2:30]([NH:32][CH2:33][CH3:34])[CH3:31], predict the reaction product. (3) Given the reactants [Br:1][C:2]1[CH:3]=[C:4]2[C:13](=[CH:14][C:15]=1[F:16])[CH:12]1[CH2:17][CH:10]([CH2:11]1)[N:9]1[C:5]2=[N:6][C:7]([C:18]([O:20][CH3:21])=[O:19])=[CH:8]1.[CH:22](OCC)=[O:23], predict the reaction product. The product is: [Br:1][C:2]1[C:15]([F:16])=[CH:14][C:13]2[CH:12]3[CH2:11][CH:10]([CH2:17]3)[N:9]3[C:5](=[N:6][C:7]([C:18]([O:20][CH3:21])=[O:19])=[C:8]3[CH:22]=[O:23])[C:4]=2[CH:3]=1. (4) Given the reactants CC([CH:5]1[C:11]2[CH:12]=[CH:13][C:14](OS(C(F)(F)F)(=O)=O)=[CH:15][C:10]=2[CH2:9][CH2:8][N:7]([C:24]([O-:26])=[O:25])[CH2:6]1)(C)C.[N:27]1[CH:32]=[CH:31][C:30](B(O)O)=[CH:29][CH:28]=1, predict the reaction product. The product is: [N:27]1[CH:32]=[CH:31][C:30]([C:14]2[CH:13]=[CH:12][C:11]3[CH2:5][CH2:6][N:7]([C:24]([O:26][C:10]([CH3:15])([CH3:11])[CH3:9])=[O:25])[CH2:8][CH2:9][C:10]=3[CH:15]=2)=[CH:29][CH:28]=1. (5) Given the reactants [Br:1][C:2]1[C:22]([CH3:23])=[CH:21][C:5]([O:6][C:7](=[O:20])[C:8]#[C:9][C:10]2[CH:11]=[C:12]([CH:17]=[CH:18][CH:19]=2)[C:13]([O:15][CH3:16])=[O:14])=[CH:4][C:3]=1[CH3:24], predict the reaction product. The product is: [Br:1][C:2]1[C:22]([CH3:23])=[C:21]2[C:5](=[CH:4][C:3]=1[CH3:24])[O:6][C:7](=[O:20])[CH:8]=[C:9]2[C:10]1[CH:11]=[C:12]([CH:17]=[CH:18][CH:19]=1)[C:13]([O:15][CH3:16])=[O:14]. (6) Given the reactants [BH-](OC(C)=O)(OC(C)=O)OC(C)=O.[Na+].[Cl:15][C:16]1[CH:17]=[CH:18][C:19]([CH:38]=O)=[C:20]([C:22]2[CH:23]=[CH:24][C:25]([C:28]([NH:30][CH2:31][CH2:32][C:33]([O:35][CH2:36][CH3:37])=[O:34])=[O:29])=[N:26][CH:27]=2)[CH:21]=1.[Cl:40][C:41]1[CH:46]=[C:45]([NH2:47])[CH:44]=[CH:43][C:42]=1[C:48]1[CH:53]=[CH:52][C:51]([Cl:54])=[CH:50][CH:49]=1.CC(O)=O, predict the reaction product. The product is: [Cl:15][C:16]1[CH:17]=[CH:18][C:19]([CH2:38][NH:47][C:45]2[CH:44]=[CH:43][C:42]([C:48]3[CH:49]=[CH:50][C:51]([Cl:54])=[CH:52][CH:53]=3)=[C:41]([Cl:40])[CH:46]=2)=[C:20]([C:22]2[CH:23]=[CH:24][C:25]([C:28]([NH:30][CH2:31][CH2:32][C:33]([O:35][CH2:36][CH3:37])=[O:34])=[O:29])=[N:26][CH:27]=2)[CH:21]=1.